Dataset: Forward reaction prediction with 1.9M reactions from USPTO patents (1976-2016). Task: Predict the product of the given reaction. (1) Given the reactants [OH-].[K+].[CH2:3]([O:10][C:11]1[CH:12]=[C:13]2[C:17](=[CH:18][CH:19]=1)[NH:16][CH:15]=[CH:14]2)[C:4]1[CH:9]=[CH:8][CH:7]=[CH:6][CH:5]=1.Br[CH2:21][CH2:22][CH2:23][CH2:24][CH2:25][CH2:26][CH3:27], predict the reaction product. The product is: [CH2:3]([O:10][C:11]1[CH:12]=[C:13]2[C:17](=[CH:18][CH:19]=1)[N:16]([CH2:21][CH2:22][CH2:23][CH2:24][CH2:25][CH2:26][CH3:27])[CH:15]=[CH:14]2)[C:4]1[CH:5]=[CH:6][CH:7]=[CH:8][CH:9]=1. (2) Given the reactants [NH2:1][C:2]1[CH:3]=[C:4]2[C:8](=[CH:9][C:10]=1[N+:11]([O-:13])=[O:12])[C:7](=[O:14])[CH2:6][CH2:5]2.[C:15](O[C:15]([O:16][CH2:17][CH3:18])=[O:19])(=[O:19])[O:16][CH2:17][CH3:18], predict the reaction product. The product is: [N+:11]([C:10]1[CH:9]=[C:8]2[C:4]([CH2:5][CH2:6][C:7]2=[O:14])=[CH:3][C:2]=1[NH:1][C:15](=[O:19])[O:16][CH2:17][CH3:18])([O-:13])=[O:12]. (3) The product is: [Br:1][C:2]1[C:7]([CH:8]=[C:16]([CH3:21])[CH3:17])=[C:6]([N:10]([CH3:12])[CH3:11])[C:5]([CH:13]=[C:36]([CH3:37])[CH3:35])=[C:4]([Br:15])[N:3]=1. Given the reactants [Br:1][C:2]1[C:7]([CH:8]=O)=[C:6]([N:10]([CH3:12])[CH3:11])[C:5]([CH:13]=O)=[C:4]([Br:15])[N:3]=1.[C:16]1(P(C2C=CC=CC=2)C2C=CC=CC=2)[CH:21]=CC=C[CH:17]=1.[CH2:35]([Li])[CH2:36][CH2:37]C, predict the reaction product.